This data is from Forward reaction prediction with 1.9M reactions from USPTO patents (1976-2016). The task is: Predict the product of the given reaction. (1) Given the reactants CCN(C(C)C)C(C)C.[CH3:10][O:11][C:12]1[CH:17]=[CH:16][CH:15]=[CH:14][C:13]=1[C:18]1[NH:22][N:21]=[C:20]([C:23]([NH:25][CH2:26][C:27]([OH:29])=O)=[O:24])[CH:19]=1.C1C=CC2N(O)N=NC=2C=1.CCN=C=NCCCN(C)C.Cl.[N:52]1([C:58]([C:60]2[CH:65]=[CH:64][CH:63]=[CH:62][C:61]=2[C:66]([F:69])([F:68])[F:67])=[O:59])[CH2:57][CH2:56][NH:55][CH2:54][CH2:53]1, predict the reaction product. The product is: [O:29]=[C:27]([N:55]1[CH2:56][CH2:57][N:52]([C:58](=[O:59])[C:60]2[CH:65]=[CH:64][CH:63]=[CH:62][C:61]=2[C:66]([F:69])([F:67])[F:68])[CH2:53][CH2:54]1)[CH2:26][NH:25][C:23]([C:20]1[CH:19]=[C:18]([C:13]2[CH:14]=[CH:15][CH:16]=[CH:17][C:12]=2[O:11][CH3:10])[NH:22][N:21]=1)=[O:24]. (2) Given the reactants [C:1]1([CH:11]=O)[C:10]2[C:5](=[CH:6][CH:7]=[CH:8][CH:9]=2)[CH:4]=[CH:3][CH:2]=1.C1(P(C2C=CC=CC=2)(C2C=CC=CC=2)=[CH:20][CH:21]=[O:22])C=CC=CC=1, predict the reaction product. The product is: [C:1]1(/[CH:11]=[CH:20]/[CH:21]=[O:22])[C:10]2[C:5](=[CH:6][CH:7]=[CH:8][CH:9]=2)[CH:4]=[CH:3][CH:2]=1. (3) Given the reactants Cl[C:2]1[CH:7]=[N:6][CH:5]=[C:4]([Cl:8])[N:3]=1.[C:9]1(B(O)O)[CH:14]=[CH:13][CH:12]=[CH:11][CH:10]=1, predict the reaction product. The product is: [Cl:8][C:4]1[CH:5]=[N:6][CH:7]=[C:2]([C:9]2[CH:14]=[CH:13][CH:12]=[CH:11][CH:10]=2)[N:3]=1.